Dataset: Forward reaction prediction with 1.9M reactions from USPTO patents (1976-2016). Task: Predict the product of the given reaction. (1) Given the reactants [CH:1]([C:3]1[O:7][C:6]([O:8][C:9]2[CH:17]=[CH:16][C:12]([C:13]([NH2:15])=[O:14])=[CH:11][CH:10]=2)=[CH:5][CH:4]=1)=O.[CH2:18]([NH2:23])[CH2:19][CH:20]([CH3:22])[CH3:21].[BH4-].[Na+], predict the reaction product. The product is: [CH3:21][CH:20]([CH3:22])[CH2:19][CH2:18][NH:23][CH2:1][C:3]1[O:7][C:6]([O:8][C:9]2[CH:10]=[CH:11][C:12]([C:13]([NH2:15])=[O:14])=[CH:16][CH:17]=2)=[CH:5][CH:4]=1. (2) The product is: [NH2:38][C:34]1[C:35]2[C:30](=[CH:29][C:28]([CH2:27][NH:26][C:9]([C:8]3[C:4]([CH:1]4[CH2:3][CH2:2]4)=[N:5][N:6]([CH2:12][C:13]4[CH:18]=[CH:17][C:16]([CH2:19][N:20]5[CH:24]=[C:23]([CH3:25])[CH:22]=[N:21]5)=[CH:15][CH:14]=4)[CH:7]=3)=[O:10])=[CH:37][CH:36]=2)[CH:31]=[CH:32][N:33]=1. Given the reactants [CH:1]1([C:4]2[C:8]([C:9](O)=[O:10])=[CH:7][N:6]([CH2:12][C:13]3[CH:18]=[CH:17][C:16]([CH2:19][N:20]4[CH:24]=[C:23]([CH3:25])[CH:22]=[N:21]4)=[CH:15][CH:14]=3)[N:5]=2)[CH2:3][CH2:2]1.[NH2:26][CH2:27][C:28]1[CH:29]=[C:30]2[C:35](=[CH:36][CH:37]=1)[C:34]([NH2:38])=[N:33][CH:32]=[CH:31]2.C1C=CC2N(O)N=NC=2C=1.C(N(CC)CC)C.CCN=C=NCCCN(C)C.Cl, predict the reaction product. (3) The product is: [CH3:1][N:2]1[CH:6]=[C:5]([N:7]2[CH:12]=[CH:11][C:10](=[O:13])[C:9]([CH2:14][C:15]3[CH:16]=[C:17]([C:21]4[N:22]=[CH:23][C:24]([C:27]([OH:29])=[O:28])=[CH:25][N:26]=4)[CH:18]=[CH:19][CH:20]=3)=[N:8]2)[CH:4]=[N:3]1. Given the reactants [CH3:1][N:2]1[CH:6]=[C:5]([N:7]2[CH:12]=[CH:11][C:10](=[O:13])[C:9]([CH2:14][C:15]3[CH:16]=[C:17]([C:21]4[N:26]=[CH:25][C:24]([C:27]([O:29]C)=[O:28])=[CH:23][N:22]=4)[CH:18]=[CH:19][CH:20]=3)=[N:8]2)[CH:4]=[N:3]1.[OH-].[Na+].Cl, predict the reaction product. (4) Given the reactants Br[C:2]1[CH:3]=[N:4][N:5]([CH:7]2[CH2:12][CH2:11][CH2:10][N:9]([C:13]([O:15][C:16]([CH3:19])([CH3:18])[CH3:17])=[O:14])[CH2:8]2)[CH:6]=1.[N:20]1[CH:25]=[CH:24][C:23]([C:26]2[C:34]3[C:29](=[CH:30][CH:31]=[C:32](B4OC(C)(C)C(C)(C)O4)[CH:33]=3)[N:28]([C:44]([C:57]3[CH:62]=[CH:61][CH:60]=[CH:59][CH:58]=3)([C:51]3[CH:56]=[CH:55][CH:54]=[CH:53][CH:52]=3)[C:45]3[CH:50]=[CH:49][CH:48]=[CH:47][CH:46]=3)[N:27]=2)=[CH:22][CH:21]=1.P([O-])([O-])([O-])=O.[K+].[K+].[K+], predict the reaction product. The product is: [N:20]1[CH:25]=[CH:24][C:23]([C:26]2[C:34]3[C:29](=[CH:30][CH:31]=[C:32]([C:2]4[CH:3]=[N:4][N:5]([CH:7]5[CH2:12][CH2:11][CH2:10][N:9]([C:13]([O:15][C:16]([CH3:19])([CH3:18])[CH3:17])=[O:14])[CH2:8]5)[CH:6]=4)[CH:33]=3)[N:28]([C:44]([C:51]3[CH:52]=[CH:53][CH:54]=[CH:55][CH:56]=3)([C:45]3[CH:46]=[CH:47][CH:48]=[CH:49][CH:50]=3)[C:57]3[CH:62]=[CH:61][CH:60]=[CH:59][CH:58]=3)[N:27]=2)=[CH:22][CH:21]=1. (5) Given the reactants [Na].Cl.[NH2:3][OH:4].[F:5][C:6]([F:30])([F:29])[C:7]1[CH:28]=[CH:27][CH:26]=[CH:25][C:8]=1[C:9]([N:11]1[CH2:16][CH2:15][N:14]([C:17]2[N:22]=[N:21][C:20]([C:23]#[N:24])=[CH:19][CH:18]=2)[CH2:13][CH2:12]1)=[O:10], predict the reaction product. The product is: [OH:4][NH:3][C:23]([C:20]1[N:21]=[N:22][C:17]([N:14]2[CH2:13][CH2:12][N:11]([C:9](=[O:10])[C:8]3[CH:25]=[CH:26][CH:27]=[CH:28][C:7]=3[C:6]([F:30])([F:29])[F:5])[CH2:16][CH2:15]2)=[CH:18][CH:19]=1)=[NH:24]. (6) Given the reactants [Cl:1][C:2]1[CH:3]=[C:4]([NH:35]C(=O)OC(C)(C)C)[CH:5]=[C:6]([F:34])[C:7]=1[CH2:8][S:9][C:10]1[N:11]([C:27]2[CH:32]=[CH:31][C:30]([F:33])=[CH:29][CH:28]=2)[C:12]([C:15]([C:18]2[CH:23]=[CH:22][C:21]([Cl:24])=[C:20]([O:25][CH3:26])[CH:19]=2)([CH3:17])[CH3:16])=[CH:13][N:14]=1.C(O)(C(F)(F)F)=O, predict the reaction product. The product is: [Cl:1][C:2]1[CH:3]=[C:4]([CH:5]=[C:6]([F:34])[C:7]=1[CH2:8][S:9][C:10]1[N:11]([C:27]2[CH:28]=[CH:29][C:30]([F:33])=[CH:31][CH:32]=2)[C:12]([C:15]([C:18]2[CH:23]=[CH:22][C:21]([Cl:24])=[C:20]([O:25][CH3:26])[CH:19]=2)([CH3:16])[CH3:17])=[CH:13][N:14]=1)[NH2:35].